Dataset: Forward reaction prediction with 1.9M reactions from USPTO patents (1976-2016). Task: Predict the product of the given reaction. (1) Given the reactants [C:1]([C:4]1[C:12]2[C:7](=[CH:8][CH:9]=[C:10]([N+:13]([O-])=O)[CH:11]=2)[NH:6][CH:5]=1)(=[O:3])[CH3:2].NN, predict the reaction product. The product is: [C:1]([C:4]1[C:12]2[C:7](=[CH:8][CH:9]=[C:10]([NH2:13])[CH:11]=2)[NH:6][CH:5]=1)(=[O:3])[CH3:2]. (2) Given the reactants [CH3:1][O:2][N:3]=[C:4]1[CH2:8][N:7](C(OC(C)(C)C)=O)[C@H:6]([C:16]([O:18][CH3:19])=[O:17])[CH2:5]1.C(O)(C(F)(F)F)=O, predict the reaction product. The product is: [CH3:1][O:2][N:3]=[C:4]1[CH2:8][NH:7][C@H:6]([C:16]([O:18][CH3:19])=[O:17])[CH2:5]1. (3) The product is: [CH3:1][C@H:2]1[CH2:6][CH2:5][C@@H:4]([CH3:7])[N:3]1[CH2:9][C:10]1[N:14]([C:15]2[CH:22]=[CH:21][C:18]([C:19]#[N:20])=[CH:17][CH:16]=2)[N:13]=[N:12][N:11]=1. Given the reactants [CH3:1][CH:2]1[CH2:6][CH2:5][CH:4]([CH3:7])[NH:3]1.Cl[CH2:9][C:10]1[N:14]([C:15]2[CH:22]=[CH:21][C:18]([C:19]#[N:20])=[CH:17][CH:16]=2)[N:13]=[N:12][N:11]=1, predict the reaction product. (4) Given the reactants [Cl:1][C:2]1[CH:3]=[C:4]([CH2:9][CH2:10][CH2:11][C:12]2[CH:13]=[CH:14][C:15]([N+:19]([O-])=O)=[C:16]([OH:18])[CH:17]=2)[CH:5]=[CH:6][C:7]=1[Cl:8], predict the reaction product. The product is: [NH2:19][C:15]1[CH:14]=[CH:13][C:12]([CH2:11][CH2:10][CH2:9][C:4]2[CH:5]=[CH:6][C:7]([Cl:8])=[C:2]([Cl:1])[CH:3]=2)=[CH:17][C:16]=1[OH:18]. (5) Given the reactants C([O:3][C:4](=O)[CH2:5][C:6]1[CH:11]=[CH:10][CH:9]=[CH:8][N:7]=1)C.C1(C)C=CC=CC=1.O.[NH2:21][NH2:22].C(O)C, predict the reaction product. The product is: [N:7]1[CH:8]=[CH:9][CH:10]=[CH:11][C:6]=1[CH2:5][C:4]([NH:21][NH2:22])=[O:3]. (6) Given the reactants O[CH2:2][C@@H:3]([NH:6][C:7]1[CH:25]=[CH:24][C:23]([N+:26]([O-:28])=[O:27])=[CH:22][C:8]=1[C:9]([NH:11][CH2:12][C:13]1[CH:21]=[CH:20][C:16]2[O:17][CH2:18][O:19][C:15]=2[CH:14]=1)=[O:10])[CH2:4][CH3:5].C1(P(C2C=CC=CC=2)C2C=CC=CC=2)C=CC=CC=1.[Cl:48]CCCl, predict the reaction product. The product is: [Cl:48][CH2:2][CH:3]([NH:6][C:7]1[CH:25]=[CH:24][C:23]([N+:26]([O-:28])=[O:27])=[CH:22][C:8]=1[C:9]([NH:11][CH2:12][C:13]1[CH:21]=[CH:20][C:16]2[O:17][CH2:18][O:19][C:15]=2[CH:14]=1)=[O:10])[CH2:4][CH3:5]. (7) Given the reactants N1C=CN=C1CN1C(=O)C[O:10][C:9]2N=C(C3C=CC(C4(N)CCC4)=CC=3)C(C3C=CC=CC=3)=CC1=2.C(OC(=O)[NH:41][C:42]1([C:46]2[CH:51]=[CH:50][C:49]([C:52]3[C:53]([C:69]4[CH:74]=[CH:73][CH:72]=[CH:71][CH:70]=4)=[CH:54][C:55]4[N:60]([CH2:61][C:62]5([CH3:66])C[O:64][CH2:63]5)[C:59](=[O:67])[CH2:58][O:57][C:56]=4[N:68]=3)=[CH:48][CH:47]=2)[CH2:45][CH2:44][CH2:43]1)(C)(C)C, predict the reaction product. The product is: [NH2:41][C:42]1([C:46]2[CH:47]=[CH:48][C:49]([C:52]3[C:53]([C:69]4[CH:70]=[CH:71][CH:72]=[CH:73][CH:74]=4)=[CH:54][C:55]4[N:60]([CH2:61][C:62]([CH2:9][OH:10])([CH3:66])[CH2:63][OH:64])[C:59](=[O:67])[CH2:58][O:57][C:56]=4[N:68]=3)=[CH:50][CH:51]=2)[CH2:45][CH2:44][CH2:43]1. (8) Given the reactants Br[C:2]1[N:7]=[C:6]([C:8]2([C:11]#[N:12])[CH2:10][CH2:9]2)[CH:5]=[CH:4][CH:3]=1.[NH2:13][C:14]1[S:15][C:16]([C:22]2[C:27]([F:28])=[CH:26][C:25]([C:29]([OH:32])([CH3:31])[CH3:30])=[CH:24][C:23]=2[F:33])=[CH:17][C:18]=1[C:19]([NH2:21])=[O:20], predict the reaction product. The product is: [C:11]([C:8]1([C:6]2[N:7]=[C:2]([NH:13][C:14]3[S:15][C:16]([C:22]4[C:23]([F:33])=[CH:24][C:25]([C:29]([OH:32])([CH3:30])[CH3:31])=[CH:26][C:27]=4[F:28])=[CH:17][C:18]=3[C:19]([NH2:21])=[O:20])[CH:3]=[CH:4][CH:5]=2)[CH2:10][CH2:9]1)#[N:12]. (9) Given the reactants [OH-].[Na+].O.NN.[Br:6][C:7]1[CH:8]=[C:9]([Cl:17])[C:10]([OH:16])=[C:11]([C:13](=O)[CH3:14])[CH:12]=1, predict the reaction product. The product is: [Br:6][C:7]1[CH:12]=[C:11]([CH2:13][CH3:14])[C:10]([OH:16])=[C:9]([Cl:17])[CH:8]=1.